This data is from NCI-60 drug combinations with 297,098 pairs across 59 cell lines. The task is: Regression. Given two drug SMILES strings and cell line genomic features, predict the synergy score measuring deviation from expected non-interaction effect. Drug 1: CC(CN1CC(=O)NC(=O)C1)N2CC(=O)NC(=O)C2. Drug 2: CC(C)NC(=O)C1=CC=C(C=C1)CNNC.Cl. Cell line: UACC62. Synergy scores: CSS=13.3, Synergy_ZIP=-4.45, Synergy_Bliss=0.259, Synergy_Loewe=-2.54, Synergy_HSA=-0.831.